Dataset: Reaction yield outcomes from USPTO patents with 853,638 reactions. Task: Predict the reaction yield, written as a fraction of the theoretical maximum amount of product (1.0 means a 100% yield; for example, 0.34 means a 34% yield). (1) The reactants are [CH2:1]([C:4]1[N:8]([CH2:9][C:10]2[CH:30]=[CH:29][C:13]3[C:14](=[CH:23]/[C:24](/[NH:27][OH:28])=[N:25]\[H])[C:15]4[CH:22]=[CH:21][CH:20]=[CH:19][C:16]=4[CH2:17][CH2:18][C:12]=3[CH:11]=2)[C:7]2[CH:31]=[CH:32][CH:33]=[CH:34][C:6]=2[N:5]=1)[CH2:2][CH3:3].[CH:35](OCC)(OCC)OCC. No catalyst specified. The product is [CH2:1]([C:4]1[N:8]([CH2:9][C:10]2[CH:30]=[CH:29][C:13]3/[C:14](=[CH:23]/[C:24]4[N:25]=[CH:35][O:28][N:27]=4)/[C:15]4[CH:22]=[CH:21][CH:20]=[CH:19][C:16]=4[CH2:17][CH2:18][C:12]=3[CH:11]=2)[C:7]2[CH:31]=[CH:32][CH:33]=[CH:34][C:6]=2[N:5]=1)[CH2:2][CH3:3]. The yield is 0.420. (2) The reactants are FC(F)(F)C1C=C(NC(=O)NC2C=CC(C3SC(CCC(O)=O)=NC=3)=CC=2)C=CC=1.[Cl:31][C:32]1[CH:37]=[CH:36][CH:35]=[CH:34][C:33]=1[NH:38][C:39](=[O:58])[NH:40][C:41]1[CH:46]=[CH:45][C:44]([C:47]2[S:51][C:50]([CH2:52][CH2:53][C:54]([O:56]C)=[O:55])=[N:49][CH:48]=2)=[CH:43][CH:42]=1. No catalyst specified. The product is [Cl:31][C:32]1[CH:37]=[CH:36][CH:35]=[CH:34][C:33]=1[NH:38][C:39](=[O:58])[NH:40][C:41]1[CH:42]=[CH:43][C:44]([C:47]2[S:51][C:50]([CH2:52][CH2:53][C:54]([OH:56])=[O:55])=[N:49][CH:48]=2)=[CH:45][CH:46]=1. The yield is 0.910. (3) The reactants are [C:1](Cl)(=[O:4])[CH2:2][CH3:3].[CH3:6][O:7][C:8]1[CH:13]=[CH:12][CH:11]=[CH:10][CH:9]=1. The catalyst is ClCCl.[Al+3].[Cl-].[Cl-].[Cl-]. The product is [CH3:6][O:7][C:8]1[CH:13]=[CH:12][C:11]([C:1](=[O:4])[CH2:2][CH3:3])=[CH:10][CH:9]=1. The yield is 0.718.